Dataset: Full USPTO retrosynthesis dataset with 1.9M reactions from patents (1976-2016). Task: Predict the reactants needed to synthesize the given product. (1) Given the product [CH2:1]([O:4][N:5]([C@H:18]1[CH2:23][NH:22][C@H:21]([C:31]([O:33][CH3:34])=[O:32])[CH:20]=[C:19]1[CH3:35])[S:6]([C:9]1[CH:14]=[CH:13][CH:12]=[CH:11][C:10]=1[N+:15]([O-:17])=[O:16])(=[O:8])=[O:7])[CH:2]=[CH2:3], predict the reactants needed to synthesize it. The reactants are: [CH2:1]([O:4][N:5]([C@H:18]1[CH2:23][N:22](C(OC(C)(C)C)=O)[C@H:21]([C:31]([O:33][CH3:34])=[O:32])[CH:20]=[C:19]1[CH3:35])[S:6]([C:9]1[CH:14]=[CH:13][CH:12]=[CH:11][C:10]=1[N+:15]([O-:17])=[O:16])(=[O:8])=[O:7])[CH:2]=[CH2:3]. (2) The reactants are: [OH:1][C:2]1[CH:7]=[C:6]([CH3:8])[CH:5]=[CH:4][C:3]=1[NH:9][C:10]1[O:11][CH2:12][C:13](=[O:20])[C:14]=1[C:15]([O:17][CH2:18][CH3:19])=[O:16].[NH:21]1[C:29]2[C:24](=[CH:25][CH:26]=[CH:27][N:28]=2)[C:23]([CH:30]=O)=[CH:22]1.[OH-].[Na+]. Given the product [NH:21]1[C:29]2=[N:28][CH:27]=[CH:26][CH:25]=[C:24]2[C:23]([CH:30]=[C:12]2[O:11][C:10]([NH:9][C:3]3[CH:4]=[CH:5][C:6]([CH3:8])=[CH:7][C:2]=3[OH:1])=[C:14]([C:15]([O:17][CH2:18][CH3:19])=[O:16])[C:13]2=[O:20])=[CH:22]1, predict the reactants needed to synthesize it. (3) The reactants are: Br[C:2]1[CH:3]=[C:4]([CH:18]=[CH:19][CH:20]=1)[CH2:5][O:6][C:7]1[CH:12]=[CH:11][CH:10]=[CH:9][C:8]=1[CH2:13][C:14]([O:16]C)=[O:15].[F:21][C:22]1[CH:23]=[C:24]([CH:34]=[C:35](B2OC(C)(C)C(C)(C)O2)[CH:36]=1)[CH2:25][NH:26]C(=O)OC(C)(C)C. Given the product [NH2:26][CH2:25][C:24]1[CH:34]=[C:35]([C:2]2[CH:20]=[CH:19][CH:18]=[C:4]([CH2:5][O:6][C:7]3[CH:12]=[CH:11][CH:10]=[CH:9][C:8]=3[CH2:13][C:14]([OH:16])=[O:15])[CH:3]=2)[CH:36]=[C:22]([F:21])[CH:23]=1, predict the reactants needed to synthesize it. (4) The reactants are: [C:1]([CH2:5][CH2:6][Si:7]([O:16][C:17]([CH3:19])=[O:18])([O:12][C:13]([CH3:15])=[O:14])[O:8][C:9]([CH3:11])=[O:10])(F)(F)F.[C:20]([CH2:22][CH2:23][Si](OC(C)=O)(OC(C)=O)OC(C)=O)#N. Given the product [C:6]1([Si:7]([O:16][C:17]([CH3:19])=[O:18])([O:12][C:13]([CH3:15])=[O:14])[O:8][C:9]([CH3:11])=[O:10])[CH:23]=[CH:22][CH:20]=[CH:1][CH:5]=1, predict the reactants needed to synthesize it. (5) Given the product [N:38]1([CH2:42][CH2:43][O:10][C:8]2[CH:9]=[CH:4][C:5]([CH2:12][CH2:13][CH2:14][NH:3][C:4]3[CH:9]=[C:8]([O:10][CH3:11])[CH:7]=[CH:6][C:5]=3[CH:12]3[CH2:21][CH2:20][C:19]4[CH:18]=[C:17]([OH:22])[CH:16]=[CH:15][C:14]=4[CH2:13]3)=[CH:6][CH:7]=2)[CH2:41][CH2:40][CH2:39]1, predict the reactants needed to synthesize it. The reactants are: C([N:3](C(=O)C1C=CC(O)=CC=1)[C:4]1[CH:9]=[C:8]([O:10][CH3:11])[CH:7]=[CH:6][C:5]=1[CH:12]1[CH2:21][CH2:20][C:19]2[CH:18]=[C:17]([O:22]C(=O)C(C)(C)C)[CH:16]=[CH:15][C:14]=2[CH2:13]1)C.[N:38]1([C:42](=O)[CH2:43]Cl)[CH2:41][CH2:40][CH2:39]1. (6) Given the product [Cl:1][C:2]1[C:7]([C:8]([NH2:20])=[O:9])=[CH:6][N:5]=[C:4]([Cl:11])[C:3]=1[CH3:12], predict the reactants needed to synthesize it. The reactants are: [Cl:1][C:2]1[C:7]([C:8](O)=[O:9])=[CH:6][N:5]=[C:4]([Cl:11])[C:3]=1[CH3:12].C(Cl)(=O)C(Cl)=O.C[N:20](C)C=O. (7) Given the product [Cl:1][C:2]1[N:7]=[C:6]([N:8]2[CH2:12][CH2:11][C@H:10]([NH:13][C:18](=[O:19])[CH2:17][OH:20])[CH2:9]2)[CH:5]=[C:4]([CH2:14][CH2:15][CH3:16])[N:3]=1, predict the reactants needed to synthesize it. The reactants are: [Cl:1][C:2]1[N:7]=[C:6]([N:8]2[CH2:12][CH2:11][C@H:10]([NH2:13])[CH2:9]2)[CH:5]=[C:4]([CH2:14][CH2:15][CH3:16])[N:3]=1.[C:17](O)(=[O:20])[CH2:18][OH:19].Cl.CN(C)CCCN=C=NCC.O.ON1C2C=CC=CC=2N=N1.C(N(C(C)C)CC)(C)C.